Task: Regression. Given two drug SMILES strings and cell line genomic features, predict the synergy score measuring deviation from expected non-interaction effect.. Dataset: NCI-60 drug combinations with 297,098 pairs across 59 cell lines (1) Drug 1: CNC(=O)C1=NC=CC(=C1)OC2=CC=C(C=C2)NC(=O)NC3=CC(=C(C=C3)Cl)C(F)(F)F. Drug 2: CN(CC1=CN=C2C(=N1)C(=NC(=N2)N)N)C3=CC=C(C=C3)C(=O)NC(CCC(=O)O)C(=O)O. Cell line: CAKI-1. Synergy scores: CSS=15.7, Synergy_ZIP=6.49, Synergy_Bliss=0.665, Synergy_Loewe=-57.4, Synergy_HSA=-11.4. (2) Drug 1: CC1=C(C=C(C=C1)C(=O)NC2=CC(=CC(=C2)C(F)(F)F)N3C=C(N=C3)C)NC4=NC=CC(=N4)C5=CN=CC=C5. Drug 2: CN(CCCl)CCCl.Cl. Cell line: NCI-H522. Synergy scores: CSS=32.7, Synergy_ZIP=-6.47, Synergy_Bliss=-3.04, Synergy_Loewe=-1.76, Synergy_HSA=1.92. (3) Drug 1: C1C(C(OC1N2C=NC(=NC2=O)N)CO)O. Drug 2: C1CCC(C(C1)N)N.C(=O)(C(=O)[O-])[O-].[Pt+4]. Cell line: LOX IMVI. Synergy scores: CSS=12.4, Synergy_ZIP=-0.161, Synergy_Bliss=9.02, Synergy_Loewe=4.99, Synergy_HSA=6.32.